The task is: Predict the reaction yield, written as a fraction of the theoretical maximum amount of product (1.0 means a 100% yield; for example, 0.34 means a 34% yield).. This data is from Reaction yield outcomes from USPTO patents with 853,638 reactions. (1) The reactants are [C:1]([O:5][C:6]([NH:8][C@@H:9]([CH2:13][C:14]1[CH:19]=[CH:18][CH:17]=[CH:16][CH:15]=1)[C:10]([OH:12])=O)=[O:7])([CH3:4])([CH3:3])[CH3:2].CN1CCOCC1.ClC(OCC(C)C)=O.Cl.[CH3:36][NH:37][O:38][CH3:39].C(N(CC)CC)C. The catalyst is ClCCl. The product is [C:1]([O:5][C:6](=[O:7])[NH:8][C@H:9]([C:10](=[O:12])[N:37]([O:38][CH3:39])[CH3:36])[CH2:13][C:14]1[CH:19]=[CH:18][CH:17]=[CH:16][CH:15]=1)([CH3:2])([CH3:3])[CH3:4]. The yield is 1.00. (2) The reactants are [OH-].[K+].[CH:3]([C:6]1[C:7]([O:18][CH3:19])=[CH:8][C:9]([O:16][CH3:17])=[C:10]([CH:15]=1)[C:11]([O:13]C)=[O:12])([CH3:5])[CH3:4]. The catalyst is CO.O. The product is [CH:3]([C:6]1[C:7]([O:18][CH3:19])=[CH:8][C:9]([O:16][CH3:17])=[C:10]([CH:15]=1)[C:11]([OH:13])=[O:12])([CH3:5])[CH3:4]. The yield is 0.980.